From a dataset of Catalyst prediction with 721,799 reactions and 888 catalyst types from USPTO. Predict which catalyst facilitates the given reaction. Reactant: [Li]CCCC.[C:6]([Si:10]([O:23][CH2:24][CH2:25][CH2:26][CH2:27][CH2:28][CH2:29][CH2:30][CH2:31][CH2:32][CH2:33][CH2:34][CH2:35][CH2:36][C:37]#[CH:38])([C:17]1[CH:22]=[CH:21][CH:20]=[CH:19][CH:18]=1)[C:11]1[CH:16]=[CH:15][CH:14]=[CH:13][CH:12]=1)([CH3:9])([CH3:8])[CH3:7].[CH2:39]=[O:40]. Product: [Si:10]([O:23][CH2:24][CH2:25][CH2:26][CH2:27][CH2:28][CH2:29][CH2:30][CH2:31][CH2:32][CH2:33][CH2:34][CH2:35][CH2:36][C:37]#[C:38][CH2:39][OH:40])([C:6]([CH3:9])([CH3:8])[CH3:7])([C:17]1[CH:22]=[CH:21][CH:20]=[CH:19][CH:18]=1)[C:11]1[CH:16]=[CH:15][CH:14]=[CH:13][CH:12]=1. The catalyst class is: 1.